This data is from Full USPTO retrosynthesis dataset with 1.9M reactions from patents (1976-2016). The task is: Predict the reactants needed to synthesize the given product. (1) Given the product [C:2]([C:6]1[CH:19]=[CH:18][CH:17]=[CH:16][C:7]=1[O:8][CH2:9][CH:10]1[CH2:15][CH2:14][N:13]([C:31](=[O:33])[CH2:32][C:28]([CH3:35])([CH3:27])[C:29]([OH:34])=[O:30])[CH2:12][CH2:11]1)([CH3:5])([CH3:3])[CH3:4], predict the reactants needed to synthesize it. The reactants are: Cl.[C:2]([C:6]1[CH:19]=[CH:18][CH:17]=[CH:16][C:7]=1[O:8][CH2:9][CH:10]1[CH2:15][CH2:14][NH:13][CH2:12][CH2:11]1)([CH3:5])([CH3:4])[CH3:3].C(N(CC)CC)C.[CH3:27][C:28]1([CH3:35])[CH2:32][C:31](=[O:33])[O:30][C:29]1=[O:34]. (2) Given the product [Br:5][C:6]1[CH:7]=[CH:8][C:9]([C@@H:12]([OH:15])[CH2:13][Cl:14])=[CH:10][CH:11]=1, predict the reactants needed to synthesize it. The reactants are: CSC.B.[Br:5][C:6]1[CH:11]=[CH:10][C:9]([C:12](=[O:15])[CH2:13][Cl:14])=[CH:8][CH:7]=1. (3) Given the product [Br:25][C:26]1[C:31]([Cl:32])=[CH:30][N:29]=[C:28]([NH:33][C:14]([C@@H:10]2[CH2:11][CH2:12][CH2:13][N:8]([C:6]([O:5][C:1]([CH3:2])([CH3:3])[CH3:4])=[O:7])[CH2:9]2)=[O:16])[CH:27]=1, predict the reactants needed to synthesize it. The reactants are: [C:1]([O:5][C:6]([N:8]1[CH2:13][CH2:12][CH2:11][C@@H:10]([C:14]([OH:16])=O)[CH2:9]1)=[O:7])([CH3:4])([CH3:3])[CH3:2].ClC(N(C)C)=C(C)C.[Br:25][C:26]1[C:31]([Cl:32])=[CH:30][N:29]=[C:28]([NH2:33])[CH:27]=1.N1C=CC=CC=1. (4) Given the product [OH:6][C:7]1[CH:12]=[CH:11][C:10]([C:13]2[N:32]([CH2:31][CH2:30][CH:29]([CH3:33])[CH3:28])[C:16]([C:18]3[CH:26]=[CH:25][C:21]([C:22]([OH:24])=[O:23])=[CH:20][CH:19]=3)=[CH:15][CH:14]=2)=[CH:9][CH:8]=1, predict the reactants needed to synthesize it. The reactants are: N1C=CC=C1.[OH:6][C:7]1[CH:12]=[CH:11][C:10]([C:13](=O)[CH2:14][CH2:15][C:16]([C:18]2[CH:26]=[CH:25][C:21]([C:22]([OH:24])=[O:23])=[CH:20][CH:19]=2)=O)=[CH:9][CH:8]=1.[CH3:28][CH:29]([CH3:33])[CH2:30][CH2:31][NH2:32]. (5) Given the product [N+:25]([C:22]1[CH:21]=[CH:20][C:19]([C:15]2[CH:14]=[N:13][C:12]3[C:17]([N:16]=2)=[CH:18][C:9]([OH:8])=[CH:10][CH:11]=3)=[CH:24][CH:23]=1)([O-:27])=[O:26], predict the reactants needed to synthesize it. The reactants are: [Si]([O:8][C:9]1[CH:18]=[C:17]2[C:12]([N:13]=[CH:14][C:15]([C:19]3[CH:24]=[CH:23][C:22]([N+:25]([O-:27])=[O:26])=[CH:21][CH:20]=3)=[N:16]2)=[CH:11][CH:10]=1)(C(C)(C)C)(C)C.[F-].C([N+](CCCC)(CCCC)CCCC)CCC. (6) Given the product [Cl:8][C:7]1[CH:6]=[CH:5][C:4]([C:9]2[CH:10]=[CH:11][C:12]([C:15]3[N:16]([C:26]4[CH:31]=[N:30][CH:29]=[N:28][CH:27]=4)[CH:17]=[C:18]([C:20]4[CH:25]=[CH:24][CH:23]=[CH:22][N:21]=4)[N:19]=3)=[CH:13][CH:14]=2)=[CH:3][CH:2]=1, predict the reactants needed to synthesize it. The reactants are: Cl[C:2]1[CH:3]=[C:4]([C:9]2[CH:14]=[CH:13][C:12]([C:15]3[N:16]([C:26]4[CH:27]=[N:28][CH:29]=[N:30][CH:31]=4)[CH:17]=[C:18]([C:20]4[CH:25]=[CH:24][CH:23]=[CH:22][N:21]=4)[N:19]=3)=[CH:11][CH:10]=2)[CH:5]=[CH:6][C:7]=1[Cl:8].ClC1C=CC(B(O)O)=CC=1.BrC1C=CC(C2N(C3C=NC=NC=3)C=C(C3C=CC=CN=3)N=2)=CC=1. (7) Given the product [Cl:35][C:31]1[CH:30]=[C:29]([C:16]2[CH:15]=[C:14]([C:11]3[CH2:12][CH2:13][NH:8][CH2:9][CH:10]=3)[C:23]([O:24][CH3:25])=[C:22]3[C:17]=2[CH:18]=[N:19][C:20]([N:26]([CH3:27])[CH3:28])=[N:21]3)[CH:34]=[CH:33][CH:32]=1, predict the reactants needed to synthesize it. The reactants are: C(OC([N:8]1[CH2:13][CH2:12][C:11]([C:14]2[C:23]([O:24][CH3:25])=[C:22]3[C:17]([CH:18]=[N:19][C:20]([N:26]([CH3:28])[CH3:27])=[N:21]3)=[C:16]([C:29]3[CH:34]=[CH:33][CH:32]=[C:31]([Cl:35])[CH:30]=3)[CH:15]=2)=[CH:10][CH2:9]1)=O)(C)(C)C.FC(F)(F)C(O)=O. (8) The reactants are: [Cl:1][C:2]1[C:3]([CH3:9])=[C:4]([OH:8])[CH:5]=[CH:6][CH:7]=1.[Cl:10][C:11]1[CH:12]=[C:13]([C:18]2[C:30]([O:31][CH:32]([F:34])[F:33])=[CH:29][C:21]([C:22]([NH:24][S:25]([CH3:28])(=[O:27])=[O:26])=[O:23])=[C:20]([F:35])[CH:19]=2)[CH:14]=[N:15][C:16]=1F.C(=O)([O-])[O-].[Cs+].[Cs+]. Given the product [Cl:10][C:11]1[CH:12]=[C:13]([C:18]2[C:30]([O:31][CH:32]([F:33])[F:34])=[CH:29][C:21]([C:22]([NH:24][S:25]([CH3:28])(=[O:26])=[O:27])=[O:23])=[C:20]([F:35])[CH:19]=2)[CH:14]=[N:15][C:16]=1[O:8][C:4]1[CH:5]=[CH:6][CH:7]=[C:2]([Cl:1])[C:3]=1[CH3:9], predict the reactants needed to synthesize it. (9) Given the product [C:23]([O:12][CH2:11][CH2:10][CH2:9][CH2:8][CH2:7][CH2:6][N:5]([CH2:4][CH:3]([CH2:1][CH3:2])[CH2:19][CH2:20][CH2:21][CH3:22])[C:13]1[CH:18]=[CH:17][CH:16]=[CH:15][CH:14]=1)(=[O:25])[CH3:24], predict the reactants needed to synthesize it. The reactants are: [CH2:1]([CH:3]([CH2:19][CH2:20][CH2:21][CH3:22])[CH2:4][N:5]([C:13]1[CH:18]=[CH:17][CH:16]=[CH:15][CH:14]=1)[CH2:6][CH2:7][CH2:8][CH2:9][CH2:10][CH2:11][OH:12])[CH3:2].[C:23](OC(=O)C)(=[O:25])[CH3:24].N1C=CC=CC=1.S([O-])([O-])(=O)=O.[Na+].[Na+]. (10) Given the product [CH2:33]([Sn:26]([CH2:29][CH2:30][CH2:31][CH3:32])([CH2:22][CH2:23][CH2:24][CH3:25])[C:27]1[O:13][N:12]=[C:11]([C:7]2[CH:6]=[C:5]3[C:10](=[CH:9][CH:8]=2)[CH:1]=[N:2][CH:3]=[CH:4]3)[CH:28]=1)[CH2:34][CH2:35][CH3:36], predict the reactants needed to synthesize it. The reactants are: [CH:1]1[C:10]2[C:5](=[CH:6][C:7](/[CH:11]=[N:12]/[OH:13])=[CH:8][CH:9]=2)[CH:4]=[CH:3][N:2]=1.ClN1C(=O)CCC1=O.[CH2:22]([Sn:26]([CH2:33][CH2:34][CH2:35][CH3:36])([CH2:29][CH2:30][CH2:31][CH3:32])[C:27]#[CH:28])[CH2:23][CH2:24][CH3:25].